From a dataset of Full USPTO retrosynthesis dataset with 1.9M reactions from patents (1976-2016). Predict the reactants needed to synthesize the given product. (1) Given the product [C:4](=[O:5])([OH:7])[O-:6].[C:1](=[O:5])([O-:3])[O-:2].[C:1](=[O:3])=[O:2], predict the reactants needed to synthesize it. The reactants are: [C:1](=[O:3])=[O:2].[C:4](=[O:7])([OH:6])[O-:5]. (2) Given the product [Br:5][C:6]1[CH:7]=[CH:8][C:9]([C@H:12]([CH2:13][N+:14]([O-:16])=[O:15])[C@H:2]([CH3:3])[CH:1]=[O:4])=[CH:10][CH:11]=1, predict the reactants needed to synthesize it. The reactants are: [CH:1](=[O:4])[CH2:2][CH3:3].[Br:5][C:6]1[CH:11]=[CH:10][C:9](/[CH:12]=[CH:13]/[N+:14]([O-:16])=[O:15])=[CH:8][CH:7]=1.CC(O)C.CCCCCC. (3) Given the product [NH2:1][C:2]1[C:3]2[C:10]([C:11]3[CH:16]=[CH:15][CH:14]=[C:13]([O:17][CH2:18][C:19]45[O:25][CH:22]([CH2:23][CH2:24]4)[CH2:21][CH2:20]5)[CH:12]=3)=[CH:9][N:8]([CH:26]3[CH2:27][C:28]([CH2:31][N:47]4[CH2:48][CH2:49][CH:44]([OH:43])[CH2:45][CH2:46]4)([OH:30])[CH2:29]3)[C:4]=2[N:5]=[CH:6][N:7]=1, predict the reactants needed to synthesize it. The reactants are: [NH2:1][C:2]1[C:3]2[C:10]([C:11]3[CH:16]=[CH:15][CH:14]=[C:13]([O:17][CH2:18][C:19]45[O:25][CH:22]([CH2:23][CH2:24]4)[CH2:21][CH2:20]5)[CH:12]=3)=[CH:9][N:8]([CH:26]3[CH2:29][C:28]([CH2:31]OS(C4C=CC(C)=CC=4)(=O)=O)([OH:30])[CH2:27]3)[C:4]=2[N:5]=[CH:6][N:7]=1.[OH:43][CH:44]1[CH2:49][CH2:48][NH:47][CH2:46][CH2:45]1.C(N(CC)CC)C.